From a dataset of Forward reaction prediction with 1.9M reactions from USPTO patents (1976-2016). Predict the product of the given reaction. (1) Given the reactants OS(O)(=O)=O.[Cl:6][C:7]1[CH:8]=[N:9][CH:10]=[C:11]([CH:15]=1)[C:12]([OH:14])=[O:13].[CH3:16]O, predict the reaction product. The product is: [Cl:6][C:7]1[CH:8]=[N:9][CH:10]=[C:11]([CH:15]=1)[C:12]([O:14][CH3:16])=[O:13]. (2) Given the reactants [CH3:1][C:2]1[CH:7]=[CH:6][CH:5]=[CH:4][C:3]=1[NH:8][S:9]([C:12]1[CH:13]=[C:14]([CH:21]=C)[C:15]2[O:19][CH:18]=[CH:17][C:16]=2[CH:20]=1)(=[O:11])=[O:10].I([O-])(=O)(=O)=[O:24].[Na+].Cl, predict the reaction product. The product is: [CH:21]([C:14]1[C:15]2[O:19][CH:18]=[CH:17][C:16]=2[CH:20]=[C:12]([S:9]([NH:8][C:3]2[CH:4]=[CH:5][CH:6]=[CH:7][C:2]=2[CH3:1])(=[O:10])=[O:11])[CH:13]=1)=[O:24]. (3) Given the reactants [C:1]([C:5]1[CH:10]=[CH:9][C:8](/[C:11](/[Sn](CCCC)(CCCC)CCCC)=[CH:12]\[C@@H:13]2[N:17]([CH2:18][C:19]3[CH:24]=[CH:23][C:22]([O:25][CH3:26])=[CH:21][C:20]=3[O:27][CH3:28])[C:16](=[O:29])[CH2:15][CH2:14]2)=[CH:7][CH:6]=1)([CH3:4])([CH3:3])[CH3:2].Br[C:44]1[N:49]=[C:48]([O:50][CH3:51])[C:47]([CH2:52][CH2:53][C:54]([O:56][C:57]([CH3:60])([CH3:59])[CH3:58])=[O:55])=[CH:46][CH:45]=1.[F-].[Cs+].O, predict the reaction product. The product is: [C:1]([C:5]1[CH:10]=[CH:9][C:8](/[C:11](/[C:44]2[N:49]=[C:48]([O:50][CH3:51])[C:47]([CH2:52][CH2:53][C:54]([O:56][C:57]([CH3:60])([CH3:59])[CH3:58])=[O:55])=[CH:46][CH:45]=2)=[CH:12]\[C@H:13]2[CH2:14][CH2:15][C:16](=[O:29])[N:17]2[CH2:18][C:19]2[CH:24]=[CH:23][C:22]([O:25][CH3:26])=[CH:21][C:20]=2[O:27][CH3:28])=[CH:7][CH:6]=1)([CH3:4])([CH3:2])[CH3:3]. (4) Given the reactants [CH:1]1([C:4]2[C:12]3[CH:11]=[C:10]([CH2:13][CH2:14][CH2:15][CH2:16][N:17]4[CH:21]=[C:20]([C:22]([O:24][C:25]([CH3:28])([CH3:27])[CH3:26])=[O:23])[N:19]=[N:18]4)[N:9]=[N:8][C:7]=3[NH:6][C:5]=2[Si](C)(C)C)[CH2:3][CH2:2]1.[I:33]Cl, predict the reaction product. The product is: [CH:1]1([C:4]2[C:12]3[CH:11]=[C:10]([CH2:13][CH2:14][CH2:15][CH2:16][N:17]4[CH:21]=[C:20]([C:22]([O:24][C:25]([CH3:28])([CH3:27])[CH3:26])=[O:23])[N:19]=[N:18]4)[N:9]=[N:8][C:7]=3[NH:6][C:5]=2[I:33])[CH2:3][CH2:2]1. (5) Given the reactants [N:1]1[C:10]2[C:5](=[CH:6][CH:7]=[CH:8][CH:9]=2)[CH:4]=[N:3][CH:2]=1.[O:11]([C:18]1[CH:24]=[CH:23][C:21]([NH2:22])=[CH:20][CH:19]=1)[C:12]1[CH:17]=[CH:16][CH:15]=[CH:14][CH:13]=1.[C:25]1(O)[CH:30]=[CH:29][CH:28]=CC=1, predict the reaction product. The product is: [CH:28]1([C:7]2[CH:6]=[C:5]3[C:10](=[CH:9][CH:8]=2)[N:1]=[CH:2][N:3]=[C:4]3[NH:22][C:21]2[CH:20]=[CH:19][C:18]([O:11][C:12]3[CH:13]=[CH:14][CH:15]=[CH:16][CH:17]=3)=[CH:24][CH:23]=2)[CH2:29][CH2:30][CH2:25]1. (6) Given the reactants [F:1][C:2]([F:30])([F:29])[C:3]1[CH:4]=[C:5]([C@H:13]2[O:17][C:16](=[O:18])[N:15]([CH2:19][C:20]3[C:25](Br)=[CH:24][CH:23]=[C:22]([Cl:27])[N:21]=3)[C@H:14]2[CH3:28])[CH:6]=[C:7]([C:9]([F:12])([F:11])[F:10])[CH:8]=1.[CH3:31][O:32][C:33]1[CH:38]=[CH:37][C:36]([C:39]2[CH:44]=[CH:43][C:42]([C:45]([O:47][CH3:48])=[O:46])=[C:41](B3OC(C)(C)C(C)(C)O3)[C:40]=2[CH3:58])=[CH:35][CH:34]=1.C(=O)([O-])[O-].[K+].[K+], predict the reaction product. The product is: [F:1][C:2]([F:30])([F:29])[C:3]1[CH:4]=[C:5]([C@H:13]2[O:17][C:16](=[O:18])[N:15]([CH2:19][C:20]3[C:25]([C:34]4[CH:35]=[C:36]([C:39]5[CH:44]=[CH:43][C:42]([C:45]([O:47][CH3:48])=[O:46])=[CH:41][C:40]=5[CH3:58])[CH:37]=[CH:38][C:33]=4[O:32][CH3:31])=[CH:24][CH:23]=[C:22]([Cl:27])[N:21]=3)[C@H:14]2[CH3:28])[CH:6]=[C:7]([C:9]([F:12])([F:11])[F:10])[CH:8]=1. (7) The product is: [Cl:1][C:2]1[CH:3]=[C:4]([CH2:19][OH:20])[CH:5]=[C:6]([Cl:18])[C:7]=1[C:8]1[S:9][C:10]2[C:11]([NH:42][C:33]3[CH:32]=[C:37]([CH3:36])[N:38]=[CH:35][N:34]=3)=[N:12][CH:13]=[CH:14][C:15]=2[N:16]=1. Given the reactants [Cl:1][C:2]1[CH:3]=[C:4]([CH2:19][OH:20])[CH:5]=[C:6]([Cl:18])[C:7]=1[C:8]1[S:9][C:10]2[C:11](Cl)=[N:12][CH:13]=[CH:14][C:15]=2[N:16]=1.ClC1C=C(C=C(Cl)C=1C1S[C:32]2[C:33](Cl)=[N:34][CH:35]=[CH:36][C:37]=2[N:38]=1)C=O.C([BH3-])#[N:42].[Na+], predict the reaction product. (8) Given the reactants C([O:9][CH2:10][CH2:11][CH2:12][C:13]1[CH:31]=[CH:30][C:16]2[N:17]([CH2:21][CH2:22][N:23]3[CH2:29][CH2:28][CH2:27][CH2:26][CH2:25][CH2:24]3)[C:18](=[O:20])[S:19][C:15]=2[CH:14]=1)(=O)C1C=CC=CC=1.[OH-].[Na+], predict the reaction product. The product is: [N:23]1([CH2:22][CH2:21][N:17]2[C:16]3[CH:30]=[CH:31][C:13]([CH2:12][CH2:11][CH2:10][OH:9])=[CH:14][C:15]=3[S:19][C:18]2=[O:20])[CH2:24][CH2:25][CH2:26][CH2:27][CH2:28][CH2:29]1. (9) Given the reactants [CH3:1][C:2]1[CH:7]=[CH:6][N:5]=[C:4]([C:8]2[CH:13]=[C:12]([CH3:14])[CH:11]=[CH:10][N:9]=2)[CH:3]=1.[Br:15]N1C(=O)CCC1=O.C(OOC(=O)C1C=CC=CC=1)(=O)C1C=CC=CC=1, predict the reaction product. The product is: [Br:15][CH2:1][C:2]1[CH:7]=[CH:6][N:5]=[C:4]([C:8]2[CH:13]=[C:12]([CH3:14])[CH:11]=[CH:10][N:9]=2)[CH:3]=1.